Dataset: Catalyst prediction with 721,799 reactions and 888 catalyst types from USPTO. Task: Predict which catalyst facilitates the given reaction. Reactant: [Br:1][C:2]1[N:3]=[C:4]([C@H:12]2[CH2:17][CH2:16][C@H:15]([CH2:18][NH2:19])[CH2:14][CH2:13]2)[N:5]2[CH:10]=[CH:9][N:8]=[C:7]([CH3:11])[C:6]=12.C(N(CC)CC)C.[C:27](Cl)(=[O:29])[CH3:28].O. Product: [Br:1][C:2]1[N:3]=[C:4]([C@H:12]2[CH2:17][CH2:16][C@H:15]([CH2:18][NH:19][C:27](=[O:29])[CH3:28])[CH2:14][CH2:13]2)[N:5]2[CH:10]=[CH:9][N:8]=[C:7]([CH3:11])[C:6]=12. The catalyst class is: 4.